Dataset: Catalyst prediction with 721,799 reactions and 888 catalyst types from USPTO. Task: Predict which catalyst facilitates the given reaction. (1) Reactant: [C:1]([C:3]1[CH:4]=[C:5]([CH:34]([CH3:36])[CH3:35])[C:6]2[O:10][C:9]([C:11]3[CH:32]=[CH:31][C:14]([C:15]([NH:17][CH2:18][CH:19]4[CH2:23][CH2:22][N:21](C(OC(C)(C)C)=O)[CH2:20]4)=[O:16])=[CH:13][CH:12]=3)=[N:8][C:7]=2[CH:33]=1)#[N:2].FC(F)(F)C(O)=O. Product: [C:1]([C:3]1[CH:4]=[C:5]([CH:34]([CH3:36])[CH3:35])[C:6]2[O:10][C:9]([C:11]3[CH:12]=[CH:13][C:14]([C:15]([NH:17][CH2:18][CH:19]4[CH2:23][CH2:22][NH:21][CH2:20]4)=[O:16])=[CH:31][CH:32]=3)=[N:8][C:7]=2[CH:33]=1)#[N:2]. The catalyst class is: 4. (2) Reactant: [N:1]1[CH:6]=[CH:5][C:4]([CH2:7][OH:8])=[CH:3][CH:2]=1.[Li+].CC([N-]C(C)C)C.[C:17]([O:21][C:22]([N:24]1[CH2:29][CH2:28][N:27]([C:30]2[C:35](Cl)=[N:34][C:33]([C:37]#[N:38])=[C:32]([C:39]#[N:40])[N:31]=2)[CH2:26][CH2:25]1)=[O:23])([CH3:20])([CH3:19])[CH3:18].C(O)(=O)C. Product: [C:17]([O:21][C:22]([N:24]1[CH2:29][CH2:28][N:27]([C:30]2[C:35]([O:8][CH2:7][C:4]3[CH:5]=[CH:6][N:1]=[CH:2][CH:3]=3)=[N:34][C:33]([C:37]#[N:38])=[C:32]([C:39]#[N:40])[N:31]=2)[CH2:26][CH2:25]1)=[O:23])([CH3:20])([CH3:18])[CH3:19]. The catalyst class is: 1.